This data is from Peptide-MHC class II binding affinity with 134,281 pairs from IEDB. The task is: Regression. Given a peptide amino acid sequence and an MHC pseudo amino acid sequence, predict their binding affinity value. This is MHC class II binding data. The peptide sequence is VAVSEGKPTEKHIQI. The MHC is HLA-DQA10501-DQB10301 with pseudo-sequence HLA-DQA10501-DQB10301. The binding affinity (normalized) is 0.147.